Dataset: Full USPTO retrosynthesis dataset with 1.9M reactions from patents (1976-2016). Task: Predict the reactants needed to synthesize the given product. (1) The reactants are: C(OC(=O)[NH:7][CH:8]([C:13]([N:15]1[CH2:19][CH2:18][CH:17]2[N:20]([C:36](=[O:49])[CH2:37][NH:38][C:39]([O:41][CH2:42][C:43]3[CH:48]=[CH:47][CH:46]=[CH:45][CH:44]=3)=[O:40])[CH2:21][CH:22]([C:23](=[O:35])[NH:24][C:25]3[C:34]4[C:29](=[CH:30][CH:31]=[CH:32][CH:33]=4)[CH:28]=[CH:27][CH:26]=3)[CH:16]12)=[O:14])[C:9]([CH3:12])([CH3:11])[CH3:10])(C)(C)C.C(O)(C(F)(F)F)=O. Given the product [CH2:42]([O:41][C:39](=[O:40])[NH:38][CH2:37][C:36]([N:20]1[CH2:21][CH:22]([C:23](=[O:35])[NH:24][C:25]2[C:34]3[C:29](=[CH:30][CH:31]=[CH:32][CH:33]=3)[CH:28]=[CH:27][CH:26]=2)[CH:16]2[N:15]([C:13](=[O:14])[CH:8]([NH2:7])[C:9]([CH3:10])([CH3:11])[CH3:12])[CH2:19][CH2:18][CH:17]12)=[O:49])[C:43]1[CH:44]=[CH:45][CH:46]=[CH:47][CH:48]=1, predict the reactants needed to synthesize it. (2) Given the product [Cl:14][C:15]1[CH:16]=[CH:17][C:18]([C:21]2[N:25]([CH:4]3[C:5]4[CH:6]=[N:7][CH:8]=[CH:9][C:10]=4[O:11][C:2]([CH3:13])([CH3:1])[CH:3]3[OH:12])[CH:24]=[CH:23][N:22]=2)=[CH:19][CH:20]=1, predict the reactants needed to synthesize it. The reactants are: [CH3:1][C:2]1([CH3:13])[O:11][C:10]2[C:5](=[CH:6][N:7]=[CH:8][CH:9]=2)[CH:4]2[O:12][CH:3]12.[Cl:14][C:15]1[CH:20]=[CH:19][C:18]([C:21]2[NH:22][CH:23]=[CH:24][N:25]=2)=[CH:17][CH:16]=1. (3) Given the product [C:14]([O:13][C:11]([N:18]1[CH2:23][CH2:22][N:21]([C:2]2[C:7]([F:8])=[CH:6][C:5]([F:9])=[C:4]([F:10])[N:3]=2)[CH2:20][CH2:19]1)=[O:12])([CH3:17])([CH3:15])[CH3:16], predict the reactants needed to synthesize it. The reactants are: F[C:2]1[C:7]([F:8])=[CH:6][C:5]([F:9])=[C:4]([F:10])[N:3]=1.[C:11]([N:18]1[CH2:23][CH2:22][NH:21][CH2:20][CH2:19]1)([O:13][C:14]([CH3:17])([CH3:16])[CH3:15])=[O:12].C(N(CC)C(C)C)(C)C.O. (4) Given the product [NH2:6][C:5]1[CH:7]=[C:8]([F:9])[C:2]([Br:1])=[CH:3][C:4]=1/[CH:18]=[CH:17]/[C:16]([O:20][CH2:21][CH3:22])=[O:19], predict the reactants needed to synthesize it. The reactants are: [Br:1][C:2]1[C:8]([F:9])=[CH:7][C:5]([NH2:6])=[C:4](I)[CH:3]=1.C(=O)(O)[O-].[Na+].[C:16]([O:20][CH2:21][CH3:22])(=[O:19])[CH:17]=[CH2:18].CN(C=O)C. (5) Given the product [C:12]([N:15]1[CH2:20][CH2:19][CH2:18][C@@H:17]([NH:21][C:22]2[CH:27]=[CH:26][N:25]=[C:24]([C:28]3[CH:29]=[N:30][N:31]4[CH:36]=[CH:35][C:34]([C:37]#[N:38])=[CH:33][C:32]=34)[N:23]=2)[CH2:16]1)(=[O:14])[CH3:13], predict the reactants needed to synthesize it. The reactants are: C(N(CC)CC)C.C(O[C:12](=[O:14])[CH3:13])(=O)C.[NH:15]1[CH2:20][CH2:19][CH2:18][C@@H:17]([NH:21][C:22]2[CH:27]=[CH:26][N:25]=[C:24]([C:28]3[CH:29]=[N:30][N:31]4[CH:36]=[CH:35][C:34]([C:37]#[N:38])=[CH:33][C:32]=34)[N:23]=2)[CH2:16]1. (6) Given the product [CH:20]1([C:23]([N:25]2[CH2:30][CH2:29][N:28]([C:17]([C:15]3[CH:16]=[C:11]([C:5]4[CH:4]=[C:3]([CH2:1][CH3:2])[C:8](=[O:9])[NH:7][C:6]=4[CH3:10])[CH:12]=[N:13][CH:14]=3)=[O:19])[CH2:27][CH2:26]2)=[O:24])[CH2:21][CH2:22]1, predict the reactants needed to synthesize it. The reactants are: [CH2:1]([C:3]1[C:8](=[O:9])[NH:7][C:6]([CH3:10])=[C:5]([C:11]2[CH:12]=[N:13][CH:14]=[C:15]([C:17]([OH:19])=O)[CH:16]=2)[CH:4]=1)[CH3:2].[CH:20]1([C:23]([N:25]2[CH2:30][CH2:29][NH:28][CH2:27][CH2:26]2)=[O:24])[CH2:22][CH2:21]1.